This data is from Forward reaction prediction with 1.9M reactions from USPTO patents (1976-2016). The task is: Predict the product of the given reaction. (1) Given the reactants [CH3:1][C:2]1[C:3]([C:15]2[CH:20]=[CH:19][CH:18]=[CH:17][CH:16]=2)=[N:4][C:5]2[C:10]([C:11]=1[C:12](O)=[O:13])=[CH:9][CH:8]=[CH:7][CH:6]=2.S(Cl)([Cl:23])=O, predict the reaction product. The product is: [CH3:1][C:2]1[C:3]([C:15]2[CH:20]=[CH:19][CH:18]=[CH:17][CH:16]=2)=[N:4][C:5]2[C:10]([C:11]=1[C:12]([Cl:23])=[O:13])=[CH:9][CH:8]=[CH:7][CH:6]=2. (2) Given the reactants COC[O:4][C:5]1[C:6]([C:13]2[CH:14]=[N:15][CH:16]=[CH:17][CH:18]=2)=[N:7][CH:8]=[CH:9][C:10]=1[CH:11]=[O:12].Cl.C([O-])([O-])=O.[K+].[K+], predict the reaction product. The product is: [OH:4][C:5]1[C:6]([C:13]2[CH:14]=[N:15][CH:16]=[CH:17][CH:18]=2)=[N:7][CH:8]=[CH:9][C:10]=1[CH:11]=[O:12]. (3) Given the reactants [F:1][C:2]([F:24])([F:23])[CH2:3][NH:4][C:5]([C@@H:7]([NH:15][C:16](=[O:22])[O:17][C:18]([CH3:21])([CH3:20])[CH3:19])[CH2:8][CH:9]1[CH2:14][CH2:13][CH2:12][CH2:11][CH2:10]1)=O.S(C)C, predict the reaction product. The product is: [F:1][C:2]([F:23])([F:24])[CH2:3][NH:4][CH2:5][C@@H:7]([NH:15][C:16](=[O:22])[O:17][C:18]([CH3:21])([CH3:19])[CH3:20])[CH2:8][CH:9]1[CH2:14][CH2:13][CH2:12][CH2:11][CH2:10]1. (4) Given the reactants [F:1][C:2]1[CH:3]=[C:4]([OH:8])[CH:5]=[CH:6][CH:7]=1.[Br:9][CH2:10][CH2:11][CH2:12]Br.C([O-])([O-])=O.[Cs+].[Cs+], predict the reaction product. The product is: [F:1][C:2]1[CH:3]=[C:4]([O:8][CH2:12][CH2:11][CH2:10][Br:9])[CH:5]=[CH:6][CH:7]=1. (5) Given the reactants O=[CH:2][C:3]1[CH:11]=[CH:10][C:8]([OH:9])=[C:5]([O:6][CH3:7])[CH:4]=1.[NH:12]1[CH2:17][CH2:16][CH2:15][CH2:14][CH2:13]1.C(O)=O.Cl, predict the reaction product. The product is: [CH3:7][O:6][C:5]1[CH:4]=[C:3]([CH2:2][N:12]2[CH2:17][CH2:16][CH2:15][CH2:14][CH2:13]2)[CH:11]=[CH:10][C:8]=1[OH:9]. (6) Given the reactants COC([CH:5]1[CH2:10][C:9]([C:18]#[N:19])([C:11]2[CH:12]=[C:13]([CH3:17])[CH:14]=[CH:15][CH:16]=2)[CH2:8][CH2:7][C:6]1=[O:20])=O, predict the reaction product. The product is: [O:20]=[C:6]1[CH2:7][CH2:8][C:9]([C:11]2[CH:12]=[C:13]([CH3:17])[CH:14]=[CH:15][CH:16]=2)([C:18]#[N:19])[CH2:10][CH2:5]1.